Predict the product of the given reaction. From a dataset of Forward reaction prediction with 1.9M reactions from USPTO patents (1976-2016). (1) Given the reactants C([N:8]([C@@H](C1C=CC=CC=1)C)[C@H:9]([C:18]1[CH:23]=[CH:22][C:21](Cl)=[C:20]([C:25]([F:28])([F:27])[F:26])[CH:19]=1)[CH2:10][C:11]([O:13][C:14]([CH3:17])([CH3:16])[CH3:15])=[O:12])C1C=CC=CC=1, predict the reaction product. The product is: [NH2:8][C@H:9]([C:18]1[CH:23]=[CH:22][CH:21]=[C:20]([C:25]([F:26])([F:27])[F:28])[CH:19]=1)[CH2:10][C:11]([O:13][C:14]([CH3:17])([CH3:16])[CH3:15])=[O:12]. (2) Given the reactants [CH3:1][CH:2]([NH:4][C:5]1[CH:9]=[C:8]([C:10]2[CH:15]=[CH:14][N:13]=[CH:12][CH:11]=2)[S:7][C:6]=1[C:16]([NH2:18])=[O:17])[CH3:3].CO[C:21]([CH3:23])=[CH2:22], predict the reaction product. The product is: [CH3:3][C:2]1([CH3:1])[N:4]([CH:21]([CH3:23])[CH3:22])[C:5]2[CH:9]=[C:8]([C:10]3[CH:15]=[CH:14][N:13]=[CH:12][CH:11]=3)[S:7][C:6]=2[C:16](=[O:17])[NH:18]1. (3) Given the reactants [Cl:1][CH2:2][CH:3]1[C:11]2[C:10]3[CH:12]=[CH:13][CH:14]=[CH:15][C:9]=3[C:8]([N+:16]([O-:18])=[O:17])=[CH:7][C:6]=2[NH:5][CH2:4]1.[N+:19]([O-])([O-:21])=[O:20].[K+], predict the reaction product. The product is: [Cl:1][CH2:2][CH:3]1[C:11]2[C:10]3[CH:12]=[CH:13][CH:14]=[C:15]([N+:19]([O-:21])=[O:20])[C:9]=3[C:8]([N+:16]([O-:18])=[O:17])=[CH:7][C:6]=2[NH:5][CH2:4]1. (4) Given the reactants [N:1]1[CH:6]=[CH:5][CH:4]=[C:3]([NH2:7])[CH:2]=1.[OH:8][C:9]1[C:14]([CH3:15])=[C:13]([O:16][CH2:17][C:18]2[CH:23]=[CH:22][CH:21]=[C:20](I)[CH:19]=2)[CH:12]=[CH:11][C:10]=1[C:25](=[O:30])[CH2:26][CH:27]([CH3:29])[CH3:28].C1(C2C=CC=CC=2)C=CC=CC=1P(C1CCCCC1)C1CCCCC1.CC(C)([O-])C.[Na+], predict the reaction product. The product is: [OH:8][C:9]1[C:14]([CH3:15])=[C:13]([O:16][CH2:17][C:18]2[CH:19]=[CH:20][CH:21]=[C:22]([NH:7][C:3]3[CH:2]=[N:1][CH:6]=[CH:5][CH:4]=3)[CH:23]=2)[CH:12]=[CH:11][C:10]=1[C:25](=[O:30])[CH2:26][CH:27]([CH3:28])[CH3:29]. (5) The product is: [CH3:1][C:2]1[NH:3][C:4]2[C:10]([Br:12])=[C:9]([NH2:11])[CH:8]=[CH:7][C:5]=2[N:6]=1. Given the reactants [CH3:1][C:2]1[NH:3][C:4]2[CH:10]=[C:9]([NH2:11])[CH:8]=[CH:7][C:5]=2[N:6]=1.[Br:12]Br, predict the reaction product. (6) Given the reactants [C:1]([C:5]1[S:9][C:8]([C:10]([OH:12])=O)=[C:7]([N+:13]([O-:15])=[O:14])[CH:6]=1)([CH3:4])([CH3:3])[CH3:2].C1COCC1.[CH3:21][N:22]([CH3:34])[CH2:23][CH2:24][N:25]1[CH2:30][CH2:29][NH:28][C:27]([CH3:32])([CH3:31])[C:26]1=[O:33].CCN(C(C)C)C(C)C, predict the reaction product. The product is: [C:1]([C:5]1[S:9][C:8]([C:10]([N:28]2[CH2:29][CH2:30][N:25]([CH2:24][CH2:23][N:22]([CH3:21])[CH3:34])[C:26](=[O:33])[C:27]2([CH3:32])[CH3:31])=[O:12])=[C:7]([N+:13]([O-:15])=[O:14])[CH:6]=1)([CH3:2])([CH3:3])[CH3:4]. (7) Given the reactants [Cl:1][C:2]1[C:7]([C:8](Cl)=[O:9])=[C:6]([Cl:11])[N:5]=[CH:4][N:3]=1.CCN(C(C)C)C(C)C.Cl.[NH2:22][CH2:23][C:24](=[O:26])[CH3:25], predict the reaction product. The product is: [Cl:1][C:2]1[C:7]([C:8]([NH:22][CH2:23][C:24](=[O:26])[CH3:25])=[O:9])=[C:6]([Cl:11])[N:5]=[CH:4][N:3]=1.